This data is from Forward reaction prediction with 1.9M reactions from USPTO patents (1976-2016). The task is: Predict the product of the given reaction. (1) Given the reactants Cl.[NH2:2][CH:3]([C:5]1[NH:6][C:7]([C:13]2[CH:22]=[CH:21][CH:20]=[C:19]3[C:14]=2[N:15]=[C:16]([NH:24][C:25]([CH3:28])([CH3:27])[CH3:26])[C:17]([CH3:23])=[N:18]3)=[CH:8][C:9]=1[C:10]([OH:12])=O)[CH3:4].CCN(C(C)C)C(C)C.F[P-](F)(F)(F)(F)F.N1(O[P+](N2CCCC2)(N2CCCC2)N2CCCC2)C2C=CC=CC=2N=N1.N1(P(=O)(N2CCCC2)N2CCCC2)CCCC1.C(=O)=O, predict the reaction product. The product is: [C:25]([NH:24][C:16]1[C:17]([CH3:23])=[N:18][C:19]2[C:14]([N:15]=1)=[C:13]([C:7]1[NH:6][C:5]3[C@@H:3]([CH3:4])[NH:2][C:10](=[O:12])[C:9]=3[CH:8]=1)[CH:22]=[CH:21][CH:20]=2)([CH3:27])([CH3:28])[CH3:26]. (2) The product is: [N:1]1([C:6]([O:8][C:9]([CH3:12])([CH3:11])[CH3:10])=[O:7])[CH2:5][CH:4]=[CH:3][CH2:2]1. Given the reactants [NH:1]1[CH2:5][CH:4]=[CH:3][CH2:2]1.[C:6](O[C:6]([O:8][C:9]([CH3:12])([CH3:11])[CH3:10])=[O:7])([O:8][C:9]([CH3:12])([CH3:11])[CH3:10])=[O:7].CCCCCC.C(OCC)(=O)C, predict the reaction product. (3) Given the reactants Cl[C:2]1[CH:7]=[CH:6][C:5]([CH2:8][N:9]2[CH:13]=[C:12]([C:14]3[O:18][N:17]=[C:16]([C:19]4[CH:24]=[CH:23][C:22]([CH2:25][N:26]5[CH:30]=[CH:29][CH:28]=[CH:27]5)=[CH:21][CH:20]=4)[N:15]=3)[CH:11]=[C:10]2[CH3:31])=[CH:4][N:3]=1.[N:32]1([CH2:37][CH2:38][NH2:39])[CH2:36][CH2:35][CH2:34][CH2:33]1, predict the reaction product. The product is: [CH3:31][C:10]1[N:9]([CH2:8][C:5]2[CH:6]=[CH:7][C:2]([NH:39][CH2:38][CH2:37][N:32]3[CH2:36][CH2:35][CH2:34][CH2:33]3)=[N:3][CH:4]=2)[CH:13]=[C:12]([C:14]2[O:18][N:17]=[C:16]([C:19]3[CH:24]=[CH:23][C:22]([CH2:25][N:26]4[CH:30]=[CH:29][CH:28]=[CH:27]4)=[CH:21][CH:20]=3)[N:15]=2)[CH:11]=1. (4) Given the reactants Br[C:2]1[CH:12]=[CH:11][C:5]([O:6][CH2:7][CH:8]2[CH2:10][O:9]2)=[CH:4][CH:3]=1.[CH3:13][C:14]1([CH3:30])[C:18]([CH3:20])([CH3:19])[O:17][B:16]([B:16]2[O:17][C:18]([CH3:20])([CH3:19])[C:14]([CH3:30])([CH3:13])[O:15]2)[O:15]1.C([O-])(=O)C.[K+], predict the reaction product. The product is: [CH3:13][C:14]1([CH3:30])[C:18]([CH3:20])([CH3:19])[O:17][B:16]([C:2]2[CH:12]=[CH:11][C:5]([O:6][CH2:7][CH:8]3[CH2:10][O:9]3)=[CH:4][CH:3]=2)[O:15]1.